From a dataset of Forward reaction prediction with 1.9M reactions from USPTO patents (1976-2016). Predict the product of the given reaction. The product is: [NH2:2][C:1]1[C:3]2[CH:13]=[C:12]([F:14])[CH:11]=[CH:10][C:4]=2[O:5][C:6]=1[C:7]([NH2:9])=[O:8]. Given the reactants [C:1]([C:3]1[CH:13]=[C:12]([F:14])[CH:11]=[CH:10][C:4]=1[O:5][CH2:6][C:7]([NH2:9])=[O:8])#[N:2].[OH-].[Na+], predict the reaction product.